From a dataset of Forward reaction prediction with 1.9M reactions from USPTO patents (1976-2016). Predict the product of the given reaction. (1) Given the reactants C([NH:8][CH:9]([CH3:22])[CH2:10][NH:11][C:12]1[C:21]2[C:16](=[CH:17][CH:18]=[CH:19][CH:20]=2)[N:15]=[CH:14][CH:13]=1)(OC(C)(C)C)=O.F[C:24](F)(F)C(O)=O, predict the reaction product. The product is: [NH2:8][CH:9]([CH2:22][CH3:24])[CH2:10][NH:11][C:12]1[C:21]2[C:16](=[CH:17][CH:18]=[CH:19][CH:20]=2)[N:15]=[CH:14][CH:13]=1. (2) Given the reactants [CH:1]1([N:4]2[C:8]3([CH2:14][CH2:13][CH2:12][CH2:11][CH2:10][CH2:9]3)[CH2:7][N:6]([C:15]3[CH:23]=[CH:22][C:18]([C:19]([OH:21])=O)=[CH:17][CH:16]=3)[C:5]2=[O:24])[CH2:3][CH2:2]1.C([O-])(=O)C.[NH4+:29], predict the reaction product. The product is: [CH:1]1([N:4]2[C:8]3([CH2:14][CH2:13][CH2:12][CH2:11][CH2:10][CH2:9]3)[CH2:7][N:6]([C:15]3[CH:16]=[CH:17][C:18]([C:19]([NH2:29])=[O:21])=[CH:22][CH:23]=3)[C:5]2=[O:24])[CH2:3][CH2:2]1. (3) Given the reactants [Cl:1][C:2]1[CH:3]=[N+:4]([O-:42])[CH:5]=[C:6]([Cl:41])[C:7]=1[CH2:8][C@H:9]([O:25][C:26](=[O:40])[C:27]1[CH:32]=[CH:31][C:30]([O:33][CH3:34])=[C:29]([NH:35][C:36](=[O:39])[CH2:37]Cl)[CH:28]=1)[C:10]1[CH:15]=[CH:14][C:13]([O:16][CH:17]([F:19])[F:18])=[C:12]([O:20][CH2:21][CH:22]2[CH2:24][CH2:23]2)[CH:11]=1.[CH3:43][C@@H:44]1[CH2:49][NH:48][C@@H:47]([CH3:50])[CH2:46][N:45]1[C:51]([O:53][C:54]([CH3:57])([CH3:56])[CH3:55])=[O:52].C([O-])([O-])=O.[K+].[K+], predict the reaction product. The product is: [C:54]([O:53][C:51]([N:45]1[C@H:44]([CH3:43])[CH2:49][N:48]([CH2:37][C:36]([NH:35][C:29]2[CH:28]=[C:27]([CH:32]=[CH:31][C:30]=2[O:33][CH3:34])[C:26]([O:25][C@H:9]([C:10]2[CH:15]=[CH:14][C:13]([O:16][CH:17]([F:19])[F:18])=[C:12]([O:20][CH2:21][CH:22]3[CH2:24][CH2:23]3)[CH:11]=2)[CH2:8][C:7]2[C:2]([Cl:1])=[CH:3][N+:4]([O-:42])=[CH:5][C:6]=2[Cl:41])=[O:40])=[O:39])[C@@H:47]([CH3:50])[CH2:46]1)=[O:52])([CH3:57])([CH3:55])[CH3:56].